This data is from Peptide-MHC class II binding affinity with 134,281 pairs from IEDB. The task is: Regression. Given a peptide amino acid sequence and an MHC pseudo amino acid sequence, predict their binding affinity value. This is MHC class II binding data. (1) The peptide sequence is AFKVATTAANAAPAN. The MHC is DRB1_0701 with pseudo-sequence DRB1_0701. The binding affinity (normalized) is 0.623. (2) The peptide sequence is LPAIVREAIKRRLRT. The MHC is DRB3_0101 with pseudo-sequence DRB3_0101. The binding affinity (normalized) is 0.118. (3) The peptide sequence is FIKVRQYDQILIEICGKKAIGTV. The MHC is DRB3_0202 with pseudo-sequence DRB3_0202. The binding affinity (normalized) is 0.152. (4) The peptide sequence is GELQIVDKIDARFKI. The MHC is DRB1_1302 with pseudo-sequence DRB1_1302. The binding affinity (normalized) is 0.857. (5) The peptide sequence is TPGQCNMVVERLGDY. The MHC is HLA-DPA10103-DPB10301 with pseudo-sequence HLA-DPA10103-DPB10301. The binding affinity (normalized) is 0.145. (6) The peptide sequence is GILHNLSDLYALITE. The MHC is DRB1_1302 with pseudo-sequence DRB1_1302. The binding affinity (normalized) is 0.639. (7) The MHC is DRB1_0405 with pseudo-sequence DRB1_0405. The binding affinity (normalized) is 0.642. The peptide sequence is DVDLFLTGTPDEYVEQV. (8) The peptide sequence is KLIEKINAGFKAALAAAAGV. The MHC is HLA-DPA10201-DPB10501 with pseudo-sequence HLA-DPA10201-DPB10501. The binding affinity (normalized) is 0.563. (9) The peptide sequence is AEVELRQHGSEEWEP. The MHC is DRB1_0401 with pseudo-sequence DRB1_0401. The binding affinity (normalized) is 0.173.